Dataset: Forward reaction prediction with 1.9M reactions from USPTO patents (1976-2016). Task: Predict the product of the given reaction. (1) Given the reactants [NH2:1][CH:2]([C:10]1[C:15]([O:16][CH3:17])=[CH:14][CH:13]=[CH:12][C:11]=1[O:18][CH3:19])[CH2:3][CH2:4][CH2:5][C:6]([O:8]C)=O.[N:20]1([C:26]2[N:31]=[C:30]([CH:32]=O)[CH:29]=[CH:28][CH:27]=2)[CH2:25][CH2:24][CH2:23][CH2:22][CH2:21]1, predict the reaction product. The product is: [CH3:19][O:18][C:11]1[CH:12]=[CH:13][CH:14]=[C:15]([O:16][CH3:17])[C:10]=1[CH:2]1[N:1]([CH2:32][C:30]2[CH:29]=[CH:28][CH:27]=[C:26]([N:20]3[CH2:25][CH2:24][CH2:23][CH2:22][CH2:21]3)[N:31]=2)[C:6](=[O:8])[CH2:5][CH2:4][CH2:3]1. (2) Given the reactants Br[C:2]1[CH:17]=[CH:16][C:5]([C:6]([O:8][CH2:9][C:10]2[CH:15]=[CH:14][CH:13]=[CH:12][CH:11]=2)=[O:7])=[C:4]([CH3:18])[CH:3]=1.CC1(C)C(C)(C)OB([C:27]2[CH:32]=[CH:31][CH:30]=[CH:29][C:28]=2[OH:33])O1.O.P([O-])([O-])([O-])=O.[K+].[K+].[K+].C(O)(=O)CC(CC(O)=O)(C(O)=O)O, predict the reaction product. The product is: [OH:33][C:28]1[CH:29]=[CH:30][CH:31]=[CH:32][C:27]=1[C:2]1[CH:17]=[CH:16][C:5]([C:6]([O:8][CH2:9][C:10]2[CH:15]=[CH:14][CH:13]=[CH:12][CH:11]=2)=[O:7])=[C:4]([CH3:18])[CH:3]=1. (3) Given the reactants Cl[CH2:2][C:3]1[N:15]=[C:14]2[N:5]([C:6]([NH:17][CH2:18][C:19]3[CH:24]=[CH:23][C:22]([O:25][CH3:26])=[CH:21][C:20]=3[O:27][CH3:28])=[N:7][C:8]3[C:9]([CH3:16])=[CH:10][CH:11]=[CH:12][C:13]=32)[N:4]=1.[N:29]1[CH:34]=[CH:33][CH:32]=[C:31]2[CH2:35][NH:36][CH2:37][C:30]=12.C(N(C(C)C)CC)(C)C, predict the reaction product. The product is: [N:29]1[CH:34]=[CH:33][CH:32]=[C:31]2[CH2:35][N:36]([CH2:2][C:3]3[N:15]=[C:14]4[N:5]([C:6]([NH:17][CH2:18][C:19]5[CH:24]=[CH:23][C:22]([O:25][CH3:26])=[CH:21][C:20]=5[O:27][CH3:28])=[N:7][C:8]5[C:9]([CH3:16])=[CH:10][CH:11]=[CH:12][C:13]=54)[N:4]=3)[CH2:37][C:30]=12. (4) Given the reactants [C:1]([O:5][C:6]([N:8]1[CH:12]([CH3:13])[C:11]2[CH:14]=[C:15]([Sn](CCCC)(CCCC)CCCC)[S:16][C:10]=2[CH2:9]1)=[O:7])([CH3:4])([CH3:3])[CH3:2].[CH:30]1([N:33]2[C:42]3[C:37](=[CH:38][C:39]([F:45])=[C:40](I)[C:41]=3[CH3:43])[C:36](=[O:46])[NH:35][C:34]2=[O:47])[CH2:32][CH2:31]1.C1([As](C2C=CC=CC=2)C2C=CC=CC=2)C=CC=CC=1, predict the reaction product. The product is: [C:1]([O:5][C:6]([N:8]1[CH:12]([CH3:13])[C:11]2[CH:14]=[C:15]([C:40]3[C:41]([CH3:43])=[C:42]4[C:37]([C:36](=[O:46])[NH:35][C:34](=[O:47])[N:33]4[CH:30]4[CH2:32][CH2:31]4)=[CH:38][C:39]=3[F:45])[S:16][C:10]=2[CH2:9]1)=[O:7])([CH3:2])([CH3:3])[CH3:4]. (5) The product is: [B:1]([O-:4])([OH:3])[OH:2].[CH3:10][N+:11]1[CH:15]=[CH:14][N:13]([CH2:16][CH3:17])[CH:12]=1. Given the reactants [B:1]([OH:4])([OH:3])[OH:2].S([O-])(O)(=O)=O.[CH3:10][N+:11]1[CH:15]=[CH:14][N:13]([CH2:16][CH3:17])[CH:12]=1, predict the reaction product. (6) Given the reactants Cl[C:2]1[N:3]=[C:4](Cl)[C:5]2[S:10][CH:9]=[CH:8][C:6]=2[N:7]=1.[CH2:12]([NH2:16])[CH2:13][CH2:14][NH2:15].[NH:17]1[C:23]2[CH:24]=[CH:25][CH:26]=[CH:27][C:22]=2[CH2:21][NH:20][CH2:19][CH2:18]1, predict the reaction product. The product is: [NH:17]1[C:23]2[CH:24]=[CH:25][CH:26]=[CH:27][C:22]=2[CH2:21][N:20]([C:2]2[N:3]=[C:4]([NH:15][CH2:14][CH2:13][CH2:12][NH2:16])[C:5]3[S:10][CH:9]=[CH:8][C:6]=3[N:7]=2)[CH2:19][CH2:18]1. (7) Given the reactants Cl.[NH:2]1[CH2:7][CH2:6][CH:5]([N:8]2[CH:12]=[C:11]([C:13]3[CH:36]=[CH:35][C:16]4[N:17]([C:20]5[CH:21]=[C:22]([NH:26][C:27]([NH:29][CH2:30][C:31]([F:34])([F:33])[F:32])=[O:28])[CH:23]=[CH:24][CH:25]=5)[CH:18]=[N:19][C:15]=4[CH:14]=3)[CH:10]=[N:9]2)[CH2:4][CH2:3]1.[CH:37]1([CH:40]=O)[CH2:39][CH2:38]1.C(N(CC)CC)C.C(O[BH-](OC(=O)C)OC(=O)C)(=O)C.[Na+], predict the reaction product. The product is: [CH:37]1([CH2:40][N:2]2[CH2:3][CH2:4][CH:5]([N:8]3[CH:12]=[C:11]([C:13]4[CH:36]=[CH:35][C:16]5[N:17]([C:20]6[CH:21]=[C:22]([NH:26][C:27]([NH:29][CH2:30][C:31]([F:33])([F:32])[F:34])=[O:28])[CH:23]=[CH:24][CH:25]=6)[CH:18]=[N:19][C:15]=5[CH:14]=4)[CH:10]=[N:9]3)[CH2:6][CH2:7]2)[CH2:39][CH2:38]1.